From a dataset of Full USPTO retrosynthesis dataset with 1.9M reactions from patents (1976-2016). Predict the reactants needed to synthesize the given product. (1) Given the product [CH:1]1([NH:4][C:5]([C:7]2[CH:8]=[C:9]([CH2:10][OH:11])[CH:14]=[CH:15][N:16]=2)=[O:6])[CH2:3][CH2:2]1, predict the reactants needed to synthesize it. The reactants are: [CH:1]1([NH:4][C:5]([C:7]2[CH:8]=[C:9]([CH:14]=[CH:15][N:16]=2)[C:10](OC)=[O:11])=[O:6])[CH2:3][CH2:2]1.[BH4-].[Na+]. (2) Given the product [F:13][C:3]1[C:4]([C:9]([F:12])([F:11])[F:10])=[C:5]([F:8])[CH:6]=[CH:7][C:2]=1[C:15](=[O:17])[CH3:16], predict the reactants needed to synthesize it. The reactants are: Br[C:2]1[CH:7]=[CH:6][C:5]([F:8])=[C:4]([C:9]([F:12])([F:11])[F:10])[C:3]=1[F:13].[Mg].[C:15](OC(=O)C)(=[O:17])[CH3:16]. (3) Given the product [CH:2]1([CH2:5][O:6][C:7]2[CH:12]=[CH:11][C:10]([O:13][CH3:14])=[CH:9][C:8]=2[C:15]2[C:16]3[NH:23][C:22]([CH3:24])=[C:21]([C:25]([NH:27][CH:28]4[CH2:29][CH2:30][N:31]([C:38](=[O:37])[CH2:39][OH:40])[CH2:32][CH2:33]4)=[O:26])[C:17]=3[N:18]=[CH:19][N:20]=2)[CH2:4][CH2:3]1, predict the reactants needed to synthesize it. The reactants are: Cl.[CH:2]1([CH2:5][O:6][C:7]2[CH:12]=[CH:11][C:10]([O:13][CH3:14])=[CH:9][C:8]=2[C:15]2[C:16]3[NH:23][C:22]([CH3:24])=[C:21]([C:25]([NH:27][CH:28]4[CH2:33][CH2:32][NH:31][CH2:30][CH2:29]4)=[O:26])[C:17]=3[N:18]=[CH:19][N:20]=2)[CH2:4][CH2:3]1.C([O:37][CH2:38][C:39](Cl)=[O:40])(=O)C. (4) The reactants are: [F:1][C:2]1[CH:10]=[C:9]2[C:5]([CH:6]=[CH:7][NH:8]2)=[CH:4][CH:3]=1.[F:11][C:12]([F:23])([F:22])[C:13](O[C:13](=[O:14])[C:12]([F:23])([F:22])[F:11])=[O:14]. Given the product [F:11][C:12]([F:23])([F:22])[C:13]([C:6]1[C:5]2[C:9](=[CH:10][C:2]([F:1])=[CH:3][CH:4]=2)[NH:8][CH:7]=1)=[O:14], predict the reactants needed to synthesize it. (5) Given the product [Cl:1][C:2]1[C:13]2[CH2:12][CH:11]([CH2:14][NH2:15])[O:10][C:9]=2[C:8]2[CH2:7][CH2:6][CH2:5][C:4]=2[CH:3]=1, predict the reactants needed to synthesize it. The reactants are: [Cl:1][C:2]1[C:13]2[CH2:12][CH:11]([CH2:14][N:15]=[N+]=[N-])[O:10][C:9]=2[C:8]2[CH2:7][CH2:6][CH2:5][C:4]=2[CH:3]=1.Cl. (6) Given the product [NH2:28][C:29]1[N:34]=[CH:33][C:32](/[CH:35]=[CH:36]/[C:37]([NH:1][CH2:2][C:3]2([CH3:27])[CH2:7][C:6]3[CH:8]=[C:9]([C:13]4[CH:14]=[CH:15][C:16]([C:19]([N:21]5[CH2:22][CH2:23][O:24][CH2:25][CH2:26]5)=[O:20])=[CH:17][CH:18]=4)[CH:10]=[C:11]([Cl:12])[C:5]=3[O:4]2)=[O:38])=[CH:31][CH:30]=1, predict the reactants needed to synthesize it. The reactants are: [NH2:1][CH2:2][C:3]1([CH3:27])[CH2:7][C:6]2[CH:8]=[C:9]([C:13]3[CH:18]=[CH:17][C:16]([C:19]([N:21]4[CH2:26][CH2:25][O:24][CH2:23][CH2:22]4)=[O:20])=[CH:15][CH:14]=3)[CH:10]=[C:11]([Cl:12])[C:5]=2[O:4]1.[NH2:28][C:29]1[N:34]=[CH:33][C:32](/[CH:35]=[CH:36]/[C:37](O)=[O:38])=[CH:31][CH:30]=1.CCN=C=NCCCN(C)C.C1C=CC2N(O)N=NC=2C=1.CCN(C(C)C)C(C)C.